From a dataset of NCI-60 drug combinations with 297,098 pairs across 59 cell lines. Regression. Given two drug SMILES strings and cell line genomic features, predict the synergy score measuring deviation from expected non-interaction effect. (1) Drug 1: C(=O)(N)NO. Drug 2: CN(C(=O)NC(C=O)C(C(C(CO)O)O)O)N=O. Cell line: MALME-3M. Synergy scores: CSS=-3.03, Synergy_ZIP=1.36, Synergy_Bliss=-0.228, Synergy_Loewe=-2.66, Synergy_HSA=-2.82. (2) Drug 1: CC12CCC(CC1=CCC3C2CCC4(C3CC=C4C5=CN=CC=C5)C)O. Drug 2: C1CN(P(=O)(OC1)NCCCl)CCCl. Cell line: MDA-MB-435. Synergy scores: CSS=3.13, Synergy_ZIP=-1.08, Synergy_Bliss=-2.65, Synergy_Loewe=-9.70, Synergy_HSA=-4.27. (3) Drug 1: CC12CCC(CC1=CCC3C2CCC4(C3CC=C4C5=CN=CC=C5)C)O. Drug 2: C1=C(C(=O)NC(=O)N1)F. Cell line: M14. Synergy scores: CSS=32.8, Synergy_ZIP=-1.77, Synergy_Bliss=-4.39, Synergy_Loewe=-5.46, Synergy_HSA=-4.10. (4) Drug 1: C1=CC(=CC=C1C#N)C(C2=CC=C(C=C2)C#N)N3C=NC=N3. Drug 2: C1C(C(OC1N2C=C(C(=O)NC2=O)F)CO)O. Cell line: UACC-257. Synergy scores: CSS=2.43, Synergy_ZIP=-1.79, Synergy_Bliss=0.168, Synergy_Loewe=-2.35, Synergy_HSA=-0.413.